Task: Predict the product of the given reaction.. Dataset: Forward reaction prediction with 1.9M reactions from USPTO patents (1976-2016) (1) Given the reactants [C:1]([O:5][C:6](=[O:24])[NH:7][C:8]1[CH:13]=[C:12]([NH:14][CH2:15][CH:16]([CH3:18])[CH3:17])[C:11]([C:19]([F:22])([F:21])[F:20])=[CH:10][C:9]=1[NH2:23])([CH3:4])([CH3:3])[CH3:2].C([O:29][C:30](=O)[CH2:31][C:32](=[O:44])[C:33]1[CH:38]=[CH:37][CH:36]=[C:35]([N:39]2[CH:43]=[N:42][CH:41]=[N:40]2)[CH:34]=1)(C)(C)C, predict the reaction product. The product is: [C:1]([O:5][C:6](=[O:24])[NH:7][C:8]1[CH:13]=[C:12]([NH:14][CH2:15][CH:16]([CH3:17])[CH3:18])[C:11]([C:19]([F:22])([F:21])[F:20])=[CH:10][C:9]=1[NH:23][C:30](=[O:29])[CH2:31][C:32](=[O:44])[C:33]1[CH:38]=[CH:37][CH:36]=[C:35]([N:39]2[CH:43]=[N:42][CH:41]=[N:40]2)[CH:34]=1)([CH3:3])([CH3:4])[CH3:2]. (2) Given the reactants [K].[CH3:2][OH:3].Br[C:5]1[C:11]2[CH:12]=[CH:13][CH:14]=[CH:15][C:10]=2[C:9](=[O:16])[C:8]2[CH:17]=[CH:18][CH:19]=[CH:20][C:7]=2[CH:6]=1, predict the reaction product. The product is: [CH3:2][O:3][C:5]1[C:11]2[CH:12]=[CH:13][CH:14]=[CH:15][C:10]=2[C:9](=[O:16])[C:8]2[CH:17]=[CH:18][CH:19]=[CH:20][C:7]=2[CH:6]=1.